From a dataset of Forward reaction prediction with 1.9M reactions from USPTO patents (1976-2016). Predict the product of the given reaction. (1) Given the reactants Br[CH2:2][CH2:3][O:4][CH:5]1[CH2:10][CH2:9][CH2:8][CH2:7][O:6]1.[CH2:11]([O:18][CH2:19][CH2:20][CH2:21][OH:22])[C:12]1[CH:17]=[CH:16][CH:15]=[CH:14][CH:13]=1.[OH-].[Na+], predict the reaction product. The product is: [CH2:11]([O:18][CH2:19][CH2:20][CH2:21][O:22][CH2:2][CH2:3][O:4][CH:5]1[CH2:10][CH2:9][CH2:8][CH2:7][O:6]1)[C:12]1[CH:17]=[CH:16][CH:15]=[CH:14][CH:13]=1. (2) Given the reactants [CH2:1]([O:8][C:9]1[CH:18]=[CH:17][CH:16]=[C:15]2[C:10]=1[CH2:11][CH2:12][CH2:13][CH:14]2[C:19](O)=[O:20])[C:2]1[CH:7]=[CH:6][CH:5]=[CH:4][CH:3]=1.[CH2:22]([N:24]1[CH:28]=[C:27]([CH2:29][NH:30][C:31]2[CH:36]=[CH:35][C:34]([CH:37]([CH3:39])[CH3:38])=[CH:33][CH:32]=2)[CH:26]=[N:25]1)[CH3:23], predict the reaction product. The product is: [CH2:1]([O:8][C:9]1[CH:18]=[CH:17][CH:16]=[C:15]2[C:10]=1[CH2:11][CH2:12][CH2:13][CH:14]2[C:19]([N:30]([CH2:29][C:27]1[CH:26]=[N:25][N:24]([CH2:22][CH3:23])[CH:28]=1)[C:31]1[CH:36]=[CH:35][C:34]([CH:37]([CH3:38])[CH3:39])=[CH:33][CH:32]=1)=[O:20])[C:2]1[CH:7]=[CH:6][CH:5]=[CH:4][CH:3]=1. (3) Given the reactants C(=O)([O-])[O-].[Cs+].[Cs+].Br[CH2:8][CH2:9][O:10][CH:11]1[CH2:16][CH2:15][CH2:14][CH2:13][O:12]1.[Br:17][C:18]1[CH:19]=[C:20]([C:24]([C:26]2[CH:31]=[CH:30][C:29]([OH:32])=[CH:28][CH:27]=2)=[CH2:25])[CH:21]=[CH:22][CH:23]=1.ClCCl, predict the reaction product. The product is: [Br:17][C:18]1[CH:19]=[C:20]([C:24]([C:26]2[CH:27]=[CH:28][C:29]([O:32][CH2:8][CH2:9][O:10][CH:11]3[CH2:16][CH2:15][CH2:14][CH2:13][O:12]3)=[CH:30][CH:31]=2)=[CH2:25])[CH:21]=[CH:22][CH:23]=1. (4) Given the reactants [F:1][C:2]1[CH:7]=[C:6]([F:8])[CH:5]=[CH:4][C:3]=1[C:9]1[CH:14]=[C:13]([I:15])[C:12]([O:16][CH3:17])=[C:11]([C:18]([O:20]CC)=[O:19])[CH:10]=1.[OH-].[Na+].Cl, predict the reaction product. The product is: [F:1][C:2]1[CH:7]=[C:6]([F:8])[CH:5]=[CH:4][C:3]=1[C:9]1[CH:14]=[C:13]([I:15])[C:12]([O:16][CH3:17])=[C:11]([C:18]([OH:20])=[O:19])[CH:10]=1.